Task: Predict which catalyst facilitates the given reaction.. Dataset: Catalyst prediction with 721,799 reactions and 888 catalyst types from USPTO (1) Reactant: Br[C:2]1[S:3][C:4]2[N:5]3[C:9]([C:10]([NH:14][CH2:15][CH2:16][NH:17][C:18]([O:20][C:21]([CH3:24])([CH3:23])[CH3:22])=[O:19])=[N:11][C:12]=2[CH:13]=1)=[N:8][CH:7]=[C:6]3[CH3:25].C(N(CC)CC)C.[CH3:33][C:34](C)([C:36]#[CH:37])C.CN(C)[CH:41]=[O:42]. Product: [OH:42][CH:41]([C:2]1[S:3][C:4]2[N:5]3[C:9]([C:10]([NH:14][CH2:15][CH2:16][NH:17][C:18]([O:20][C:21]([CH3:24])([CH3:23])[CH3:22])=[O:19])=[N:11][C:12]=2[CH:13]=1)=[N:8][CH:7]=[C:6]3[CH3:25])[CH2:37][CH2:36][C:34]#[CH:33]. The catalyst class is: 205. (2) Reactant: C[O:2][P:3]([O:7][CH3:8])([O:5]C)=[O:4].[OH:9][C@@H:10]1[C@H:14]([OH:15])[C@@H:13](CO)[O:12][C@H:11]1[N:18]1[CH:27]=[C:26]([CH3:28])[C:25]2[C:20](=[CH:21][CH:22]=[CH:23][CH:24]=2)[C:19]1=[O:29].CN(C1C2C(N(C)C)=CC=CC=2C=CC=1)C.P(Cl)(Cl)(Cl)=O.C(N(CCCC)CCCC)CCC.[O-:64][P:65]([O:68][P:69]([O-])([O-:71])=[O:70])(=[O:67])[O-:66].C([NH+](CCCC)CCCC)CCC.C([NH+](CCCC)CCCC)CCC.C([NH+](CCCC)CCCC)CCC.C([NH+](CCCC)CCCC)CCC. Product: [NH4+:18].[NH4+:18].[NH4+:18].[O:7]([CH2:8][C@@H:13]1[C@@H:14]([OH:15])[C@@H:10]([OH:9])[C@H:11]([N:18]2[CH:27]=[C:26]([CH3:28])[C:25]3[C:20](=[CH:21][CH:22]=[CH:23][CH:24]=3)[C:19]2=[O:29])[O:12]1)[P:3]([O:2][P:69]([O:68][P:65]([OH:67])([O-:66])=[O:64])([O-:71])=[O:70])(=[O:4])[O-:5]. The catalyst class is: 3. (3) Reactant: O[CH2:2][C:3]1[CH:24]=[CH:23][C:6]([CH2:7][CH2:8][C:9]([NH:11][CH:12]([C:18]([O:20][CH2:21][CH3:22])=[O:19])[C:13]([O:15][CH2:16][CH3:17])=[O:14])=[O:10])=[CH:5][CH:4]=1.S(Cl)([Cl:27])=O. Product: [Cl:27][CH2:2][C:3]1[CH:24]=[CH:23][C:6]([CH2:7][CH2:8][C:9]([NH:11][CH:12]([C:18]([O:20][CH2:21][CH3:22])=[O:19])[C:13]([O:15][CH2:16][CH3:17])=[O:14])=[O:10])=[CH:5][CH:4]=1. The catalyst class is: 4. (4) Reactant: C(=O)([O-])[O-].[Ag+2:5].[CH2:6]([S:11]([OH:14])(=[O:13])=[O:12])[S:7]([OH:10])(=[O:9])=[O:8].C(=O)=O. Product: [CH2:6]([S:11]([O-:14])(=[O:13])=[O:12])[S:7]([O-:10])(=[O:9])=[O:8].[Ag+2:5]. The catalyst class is: 6. (5) Reactant: N#N.[F:3][C:4]([C:7]1[O:8][CH:9]=[C:10]([C:12](OCC)=[O:13])[N:11]=1)([F:6])[CH3:5].[H-].[Al+3].[Li+].[H-].[H-].[H-].[OH-].[Na+]. Product: [F:3][C:4]([C:7]1[O:8][CH:9]=[C:10]([CH2:12][OH:13])[N:11]=1)([F:6])[CH3:5]. The catalyst class is: 20.